From a dataset of Forward reaction prediction with 1.9M reactions from USPTO patents (1976-2016). Predict the product of the given reaction. (1) Given the reactants C(=O)([O-])[O-].[Cs+].[Cs+].Br[C:8]1[CH:20]=[CH:19][C:18]([C:21]#[N:22])=[C:17]2[C:9]=1[C:10]1[CH:11]=[CH:12][C:13]([C:23]([O:25][CH2:26][CH3:27])=[O:24])=[CH:14][C:15]=1[NH:16]2.[NH:28]1[CH2:33][CH2:32][CH2:31][C@@H:30]([NH:34][C:35](=[O:44])[O:36][CH2:37][C:38]2[CH:43]=[CH:42][CH:41]=[CH:40][CH:39]=2)[CH2:29]1, predict the reaction product. The product is: [CH2:37]([O:36][C:35]([NH:34][C@@H:30]1[CH2:31][CH2:32][CH2:33][N:28]([C:8]2[CH:20]=[CH:19][C:18]([C:21]#[N:22])=[C:17]3[C:9]=2[C:10]2[CH:11]=[CH:12][C:13]([C:23]([O:25][CH2:26][CH3:27])=[O:24])=[CH:14][C:15]=2[NH:16]3)[CH2:29]1)=[O:44])[C:38]1[CH:39]=[CH:40][CH:41]=[CH:42][CH:43]=1. (2) Given the reactants NCCCN1C2C=CC=CC=2N=C1CN(C)C1C2N=CC=CC=2CCC1.[CH3:27][N:28]([CH2:39][C:40]1[N:44]([CH2:45][CH:46]2CC[CH2:49][N:48]([CH3:52])[CH2:47]2)[C:43]2[CH:53]=[CH:54][CH:55]=[CH:56][C:42]=2[N:41]=1)[CH:29]1[C:38]2[N:37]=[CH:36][CH:35]=[CH:34][C:33]=2[CH2:32][CH2:31][CH2:30]1, predict the reaction product. The product is: [CH3:52][N:48]([CH3:49])[CH2:47][CH2:46][CH2:45][N:44]1[C:43]2[CH:53]=[CH:54][CH:55]=[CH:56][C:42]=2[N:41]=[C:40]1[CH2:39][N:28]([CH3:27])[CH:29]1[C:38]2[N:37]=[CH:36][CH:35]=[CH:34][C:33]=2[CH2:32][CH2:31][CH2:30]1. (3) Given the reactants [Cl:1][C:2]1[CH:7]=[C:6]([Cl:8])[CH:5]=[CH:4][C:3]=1[CH:9]1[CH2:14][CH:13]([C:15]([O:17]C)=[O:16])[CH2:12][CH2:11][N:10]1[C:19]([O:21][CH3:22])=[O:20].[Br-].[Li+].C(N(CC)CC)C, predict the reaction product. The product is: [Cl:1][C:2]1[CH:7]=[C:6]([Cl:8])[CH:5]=[CH:4][C:3]=1[CH:9]1[CH2:14][CH:13]([C:15]([OH:17])=[O:16])[CH2:12][CH2:11][N:10]1[C:19]([O:21][CH3:22])=[O:20]. (4) Given the reactants [CH3:1][N:2]1[C@@H:18]2[CH2:19][C:7]3[CH:8]=[CH:9][C:10]([O:21][CH3:22])=[C:11]4[O:12][C@H:13]5[C@@H:14]([OH:20])[CH:15]=[CH:16][C@@H:17]2[C@:5]5([C:6]=34)[CH2:4][CH2:3]1.O.OP(O)(O)=O.[OH-].[Na+], predict the reaction product. The product is: [CH3:1][N:2]1[C@@H:18]2[CH2:19][C:7]3[CH:8]=[CH:9][C:10]([O:21][CH3:22])=[C:11]4[O:12][C@H:13]5[C@@H:14]([OH:20])[CH:15]=[CH:16][C@@H:17]2[C@:5]5([C:6]=34)[CH2:4][CH2:3]1. (5) Given the reactants [F:1][C:2]1([F:24])[CH2:7][CH2:6][CH:5]([CH2:8][NH:9][C:10]([C:12]2[C:13]3[CH:14]=[CH:15][C:16](Cl)=[N:17][C:18]=3[CH:19]=[CH:20][C:21]=2[Cl:22])=[O:11])[CH2:4][CH2:3]1.CC[N:27]([CH:31]([CH3:33])C)[CH:28](C)C.N1CCC1, predict the reaction product. The product is: [F:1][C:2]1([F:24])[CH2:7][CH2:6][CH:5]([CH2:8][NH:9][C:10]([C:12]2[C:13]3[CH:14]=[CH:15][C:16]([N:27]4[CH2:28][CH2:33][CH2:31]4)=[N:17][C:18]=3[CH:19]=[CH:20][C:21]=2[Cl:22])=[O:11])[CH2:4][CH2:3]1. (6) Given the reactants [C:1]([OH:5])(=[O:4])[CH:2]=[CH2:3].NC(OCC)=O.C[O:13][C:14]([O:29]C)([C:21]([C:23]1C=CC=C[CH:24]=1)=O)[C:15]1[CH:20]=CC=[CH:17][CH:16]=1, predict the reaction product. The product is: [C:1]([O:5][CH2:20][CH:15]([CH2:16][CH3:17])[CH2:14][CH2:21][CH2:23][CH3:24])(=[O:4])[CH:2]=[CH2:3].[C:14]([OH:29])(=[O:13])[CH:15]=[CH2:16]. (7) Given the reactants [CH3:1][C:2]1[N:3]=[CH:4][N:5]([CH2:7][CH2:8][CH2:9][NH2:10])[CH:6]=1.[N:11]([C:14]1[CH:15]=[C:16]([O:24][CH3:25])[C:17]([O:22][CH3:23])=[C:18]([O:20][CH3:21])[CH:19]=1)=[C:12]=[S:13], predict the reaction product. The product is: [CH3:25][O:24][C:16]1[CH:15]=[C:14]([NH:11][C:12]([NH:10][CH2:9][CH2:8][CH2:7][N:5]2[CH:6]=[C:2]([CH3:1])[N:3]=[CH:4]2)=[S:13])[CH:19]=[C:18]([O:20][CH3:21])[C:17]=1[O:22][CH3:23].